This data is from Human liver microsome stability data. The task is: Regression/Classification. Given a drug SMILES string, predict its absorption, distribution, metabolism, or excretion properties. Task type varies by dataset: regression for continuous measurements (e.g., permeability, clearance, half-life) or binary classification for categorical outcomes (e.g., BBB penetration, CYP inhibition). Dataset: hlm. (1) The drug is Cc1[nH]c2ncnc(-c3ccc(NC(=O)N(CCN)c4ccc(Cl)cc4)c(F)c3)c2c1C. The result is 0 (unstable in human liver microsomes). (2) The drug is C=C(C)[C@@H]1CC[C@]2(C(=O)NCCCCCCCNC(=O)[C@H](CCC(N)=O)NC(=O)OC(C)(C)C)CC[C@]3(C)[C@H](CC[C@@H]4[C@@]5(C)CC[C@H](O)C(C)(C)[C@@H]5CC[C@]43C)[C@@H]12. The result is 1 (stable in human liver microsomes).